This data is from Forward reaction prediction with 1.9M reactions from USPTO patents (1976-2016). The task is: Predict the product of the given reaction. Given the reactants [F:1][C:2]1[CH:24]=[CH:23][C:5]([O:6][C:7]2[C:20](=[O:21])[N:19]([CH3:22])[C:10]3[N:11]=[C:12](S(C)(=O)=O)[N:13]=[CH:14][C:9]=3[CH:8]=2)=[CH:4][CH:3]=1.[F:25][C:26]1[CH:32]=[CH:31][C:29]([NH2:30])=[CH:28][CH:27]=1.CO, predict the reaction product. The product is: [F:1][C:2]1[CH:24]=[CH:23][C:5]([O:6][C:7]2[C:20](=[O:21])[N:19]([CH3:22])[C:10]3[N:11]=[C:12]([NH:30][C:29]4[CH:31]=[CH:32][C:26]([F:25])=[CH:27][CH:28]=4)[N:13]=[CH:14][C:9]=3[CH:8]=2)=[CH:4][CH:3]=1.